Dataset: Full USPTO retrosynthesis dataset with 1.9M reactions from patents (1976-2016). Task: Predict the reactants needed to synthesize the given product. (1) Given the product [CH3:1][O:2][C:3]1[C:8]2[N:9]=[C:10]([NH:12][C:26]([C:28]3[CH:29]=[N:30][N:31]([CH2:33][CH2:34][O:35][CH3:36])[CH:32]=3)=[O:25])[S:11][C:7]=2[C:6]([N:13]2[CH2:18][CH2:17][O:16][CH2:15][CH2:14]2)=[CH:5][CH:4]=1, predict the reactants needed to synthesize it. The reactants are: [CH3:1][O:2][C:3]1[C:8]2[N:9]=[C:10]([NH2:12])[S:11][C:7]=2[C:6]([N:13]2[CH2:18][CH2:17][O:16][CH2:15][CH2:14]2)=[CH:5][CH:4]=1.C1([O:25][C:26]([C:28]2[CH:29]=[N:30][N:31]([CH2:33][CH2:34][O:35][CH3:36])[CH:32]=2)=O)C=CC=CC=1. (2) Given the product [CH:1]1([O:6][C:7](=[O:33])[C@H:8]([NH2:15])[CH2:9][S:10][C:11]([CH3:12])([CH3:13])[CH3:14])[CH2:2][CH2:3][CH2:4][CH2:5]1, predict the reactants needed to synthesize it. The reactants are: [CH:1]1([O:6][C:7](=[O:33])[C@H:8]([NH:15]C(OCC2C3C=CC=CC=3C3C2=CC=CC=3)=O)[CH2:9][S:10][C:11]([CH3:14])([CH3:13])[CH3:12])[CH2:5][CH2:4][CH2:3][CH2:2]1.N1CCCCC1. (3) Given the product [NH2:23][C:4]1[CH:3]=[C:2]([Cl:1])[C:7]2[O:8][C:9]3[C:18]([CH3:19])=[CH:17][C:16]([C:20]([OH:22])=[O:21])=[CH:15][C:10]=3[S:11](=[O:13])(=[O:14])[CH2:12][C:6]=2[CH:5]=1, predict the reactants needed to synthesize it. The reactants are: [Cl:1][C:2]1[C:7]2[O:8][C:9]3[C:18]([CH3:19])=[CH:17][C:16]([C:20]([OH:22])=[O:21])=[CH:15][C:10]=3[S:11](=[O:14])(=[O:13])[CH2:12][C:6]=2[CH:5]=[C:4]([N+:23]([O-])=O)[CH:3]=1. (4) The reactants are: CN(C=O)C.CC(C)([O-])C.[K+].[OH:12][C:13]1[CH:14]=[N:15][CH:16]=[CH:17][CH:18]=1.[CH3:19][Si:20]([CH2:23][CH2:24][O:25][CH2:26]Cl)([CH3:22])[CH3:21]. Given the product [CH3:19][Si:20]([CH3:22])([CH3:21])[CH2:23][CH2:24][O:25][CH2:26][O:12][C:13]1[CH:14]=[N:15][CH:16]=[CH:17][CH:18]=1, predict the reactants needed to synthesize it.